From a dataset of NCI-60 drug combinations with 297,098 pairs across 59 cell lines. Regression. Given two drug SMILES strings and cell line genomic features, predict the synergy score measuring deviation from expected non-interaction effect. (1) Drug 1: C1=NC2=C(N1)C(=S)N=CN2. Drug 2: C1=NNC2=C1C(=O)NC=N2. Cell line: HOP-92. Synergy scores: CSS=28.7, Synergy_ZIP=-3.88, Synergy_Bliss=6.46, Synergy_Loewe=-11.0, Synergy_HSA=1.43. (2) Drug 1: C1=CC(=CC=C1CC(C(=O)O)N)N(CCCl)CCCl.Cl. Drug 2: COC1=C2C(=CC3=C1OC=C3)C=CC(=O)O2. Cell line: U251. Synergy scores: CSS=19.9, Synergy_ZIP=1.27, Synergy_Bliss=11.2, Synergy_Loewe=-4.92, Synergy_HSA=3.38. (3) Drug 2: C(CCl)NC(=O)N(CCCl)N=O. Cell line: HL-60(TB). Synergy scores: CSS=52.6, Synergy_ZIP=1.79, Synergy_Bliss=-0.269, Synergy_Loewe=-16.4, Synergy_HSA=-0.773. Drug 1: C1=CC(=C2C(=C1NCCNCCO)C(=O)C3=C(C=CC(=C3C2=O)O)O)NCCNCCO. (4) Drug 1: CC1=C(C=C(C=C1)C(=O)NC2=CC(=CC(=C2)C(F)(F)F)N3C=C(N=C3)C)NC4=NC=CC(=N4)C5=CN=CC=C5. Drug 2: CNC(=O)C1=NC=CC(=C1)OC2=CC=C(C=C2)NC(=O)NC3=CC(=C(C=C3)Cl)C(F)(F)F. Cell line: NCIH23. Synergy scores: CSS=-0.180, Synergy_ZIP=0.379, Synergy_Bliss=-1.54, Synergy_Loewe=0.922, Synergy_HSA=-3.10. (5) Drug 1: CNC(=O)C1=CC=CC=C1SC2=CC3=C(C=C2)C(=NN3)C=CC4=CC=CC=N4. Drug 2: CCCCCOC(=O)NC1=NC(=O)N(C=C1F)C2C(C(C(O2)C)O)O. Cell line: SK-MEL-5. Synergy scores: CSS=-10.6, Synergy_ZIP=5.94, Synergy_Bliss=3.28, Synergy_Loewe=-5.38, Synergy_HSA=-4.60. (6) Drug 1: CN1C(=O)N2C=NC(=C2N=N1)C(=O)N. Drug 2: CCN(CC)CCNC(=O)C1=C(NC(=C1C)C=C2C3=C(C=CC(=C3)F)NC2=O)C. Cell line: 786-0. Synergy scores: CSS=1.37, Synergy_ZIP=-1.64, Synergy_Bliss=-1.36, Synergy_Loewe=0.388, Synergy_HSA=-0.603. (7) Drug 1: C1=CC(=CC=C1CC(C(=O)O)N)N(CCCl)CCCl.Cl. Drug 2: N.N.Cl[Pt+2]Cl. Cell line: SW-620. Synergy scores: CSS=6.53, Synergy_ZIP=-1.60, Synergy_Bliss=2.84, Synergy_Loewe=-11.9, Synergy_HSA=-1.84.